This data is from Reaction yield outcomes from USPTO patents with 853,638 reactions. The task is: Predict the reaction yield, written as a fraction of the theoretical maximum amount of product (1.0 means a 100% yield; for example, 0.34 means a 34% yield). (1) The reactants are [CH3:1][C:2]1([CH3:36])[N:6]([C:7]2[S:8][C:9]3[CH2:15][CH2:14][O:13][C:12]4[CH:16]=[C:17]([C:20]5[CH2:25][CH2:24][N:23]([C:26]([O:28][C:29]([CH3:32])([CH3:31])[CH3:30])=[O:27])[CH2:22][CH:21]=5)[CH:18]=[CH:19][C:11]=4[C:10]=3[N:33]=2)[C:5](=[O:34])[NH:4][C:3]1=[O:35]. The catalyst is C(O)C.[Pd]. The product is [CH3:1][C:2]1([CH3:36])[N:6]([C:7]2[S:8][C:9]3[CH2:15][CH2:14][O:13][C:12]4[CH:16]=[C:17]([CH:20]5[CH2:21][CH2:22][N:23]([C:26]([O:28][C:29]([CH3:30])([CH3:31])[CH3:32])=[O:27])[CH2:24][CH2:25]5)[CH:18]=[CH:19][C:11]=4[C:10]=3[N:33]=2)[C:5](=[O:34])[NH:4][C:3]1=[O:35]. The yield is 1.00. (2) The reactants are [N+:1]([C:4]1[CH:9]=[CH:8][C:7]([C:10]2[S:11][C:12]3[CH:18]=[CH:17][CH:16]=[CH:15][C:13]=3[N:14]=2)=[CH:6][CH:5]=1)([O-])=O.O.O.[Sn](Cl)Cl. The catalyst is C(O)C. The product is [NH2:1][C:4]1[CH:5]=[CH:6][C:7]([C:10]2[S:11][C:12]3[CH:18]=[CH:17][CH:16]=[CH:15][C:13]=3[N:14]=2)=[CH:8][CH:9]=1. The yield is 0.970. (3) The reactants are [CH2:1]1[C@@H:5]([CH2:6][CH2:7][CH2:8][CH2:9][C:10]([OH:12])=[O:11])[S:4][S:3][CH2:2]1.[BH4-].[Na+].Cl. The catalyst is C([O-])(O)=O.[Na+]. The product is [CH2:7]([CH2:6][C@@H:5]([SH:4])[CH2:1][CH2:2][SH:3])[CH2:8][CH2:9][C:10]([OH:12])=[O:11]. The yield is 0.950. (4) The reactants are [CH3:1][N:2]1[C:7](=[O:8])[C:6]([NH:9][C:10]2[CH:15]=[CH:14][N:13]=[C:12]([CH3:16])[N:11]=2)=[CH:5][C:4]([C:17]2[C:22]([CH:23]=[O:24])=[C:21]([N:25]3[CH2:36][CH2:35][N:34]4[C:27](=[CH:28][C:29]5[CH2:30][C:31]([CH3:38])([CH3:37])[CH2:32][C:33]=54)[C:26]3=[O:39])[N:20]=[CH:19][CH:18]=2)=[CH:3]1.[BH4-].[Na+]. The catalyst is CO.ClCCl. The product is [OH:24][CH2:23][C:22]1[C:21]([N:25]2[CH2:36][CH2:35][N:34]3[C:33]4[CH2:32][C:31]([CH3:37])([CH3:38])[CH2:30][C:29]=4[CH:28]=[C:27]3[C:26]2=[O:39])=[N:20][CH:19]=[CH:18][C:17]=1[C:4]1[CH:5]=[C:6]([NH:9][C:10]2[CH:15]=[CH:14][N:13]=[C:12]([CH3:16])[N:11]=2)[C:7](=[O:8])[N:2]([CH3:1])[CH:3]=1. The yield is 0.690. (5) The reactants are Cl.[CH3:2][O:3][NH2:4].C1N=CN([C:10](N2C=NC=C2)=[O:11])C=1.CCN(C(C)C)C(C)C.[C:26]([O:30][C:31](=[O:52])[NH:32][CH2:33][CH2:34][C@H:35]([N:37]1[CH2:42][CH2:41][CH:40]([NH:43][CH2:44][C:45]2[CH:50]=[CH:49][CH:48]=[C:47]([Cl:51])[CH:46]=2)[CH2:39][CH2:38]1)[CH3:36])([CH3:29])([CH3:28])[CH3:27]. The catalyst is CC#N. The product is [C:26]([O:30][C:31](=[O:52])[NH:32][CH2:33][CH2:34][C@H:35]([N:37]1[CH2:38][CH2:39][CH:40]([N:43]([CH2:44][C:45]2[CH:50]=[CH:49][CH:48]=[C:47]([Cl:51])[CH:46]=2)[C:10]([NH:4][O:3][CH3:2])=[O:11])[CH2:41][CH2:42]1)[CH3:36])([CH3:27])([CH3:28])[CH3:29]. The yield is 0.600. (6) The yield is 0.720. The reactants are [CH3:1][O:2][C:3](=[O:15])[C:4]1[CH:9]=[C:8](I)[C:7]([CH:11]([CH3:13])[CH3:12])=[CH:6][C:5]=1[NH2:14].O1CCO[CH2:18][CH2:17]1. The product is [CH3:1][O:2][C:3](=[O:15])[C:4]1[CH:9]=[C:8]([C:17]#[CH:18])[C:7]([CH:11]([CH3:13])[CH3:12])=[CH:6][C:5]=1[NH2:14]. The catalyst is C1C=CC([P]([Pd]([P](C2C=CC=CC=2)(C2C=CC=CC=2)C2C=CC=CC=2)([P](C2C=CC=CC=2)(C2C=CC=CC=2)C2C=CC=CC=2)[P](C2C=CC=CC=2)(C2C=CC=CC=2)C2C=CC=CC=2)(C2C=CC=CC=2)C2C=CC=CC=2)=CC=1. (7) The reactants are COC1C=CC(C[CH2:8][NH:9][C:10]2[CH:19]=[C:18]3[C:13]([CH:14]=[C:15]([C:22]4[CH:27]=[C:26]([NH2:28])[C:25]([F:29])=[CH:24][C:23]=4[CH3:30])[C:16](=[O:21])[N:17]3[CH3:20])=[CH:12][N:11]=2)=CC=1.C(C(O)=O)(F)(F)F.C([O-])([O-])=O.[Na+].[Na+]. No catalyst specified. The product is [NH2:28][C:26]1[C:25]([F:29])=[CH:24][C:23]([CH3:30])=[C:22]([C:15]2[C:16](=[O:21])[N:17]([CH3:20])[C:18]3[C:13]([CH:14]=2)=[CH:12][N:11]=[C:10]([NH:9][CH3:8])[CH:19]=3)[CH:27]=1. The yield is 0.640.